From a dataset of Forward reaction prediction with 1.9M reactions from USPTO patents (1976-2016). Predict the product of the given reaction. Given the reactants C(O)(=O)C1C=CC=CC=1.[C:10]1(=[O:20])[O:15][C:13](=O)[C:12]2=[CH:16][CH:17]=[CH:18][CH:19]=[C:11]12.[N:21]1[C:31]2[C:26](=[CH:27][CH:28]=[CH:29][CH:30]=2)[CH:25]=[CH:24][C:22]=1[CH3:23].[OH-].[Na+].[OH-].[K+], predict the reaction product. The product is: [CH:28]1[CH:27]=[C:26]2[CH:25]=[CH:24][C:22]([CH:23]3[C:10](=[O:20])[C:11]4[C:12](=[CH:16][CH:17]=[CH:18][CH:19]=4)[C:13]3=[O:15])=[N:21][C:31]2=[CH:30][CH:29]=1.